This data is from Full USPTO retrosynthesis dataset with 1.9M reactions from patents (1976-2016). The task is: Predict the reactants needed to synthesize the given product. (1) Given the product [NH2:1][C:2]1[C:7]([O:8][C@H:9]2[CH2:13][N:12]([C:14]([O:16][C:17]([CH3:18])([CH3:19])[CH3:20])=[O:15])[CH2:11][C:10]2([F:22])[F:21])=[CH:6][C:5]([Br:30])=[CH:4][N:3]=1, predict the reactants needed to synthesize it. The reactants are: [NH2:1][C:2]1[C:7]([O:8][C@H:9]2[CH2:13][N:12]([C:14]([O:16][C:17]([CH3:20])([CH3:19])[CH3:18])=[O:15])[CH2:11][C:10]2([F:22])[F:21])=[CH:6][CH:5]=[CH:4][N:3]=1.C1C(=O)N([Br:30])C(=O)C1. (2) Given the product [CH3:4][C:2]([C:5]1[C:10]([C:11]2[CH:16]=[C:15]([O:17][CH3:18])[CH:14]=[CH:13][C:12]=2[F:19])=[CH:9][C:8]([CH2:20][O:21][C:22]2[CH:23]=[CH:24][C:25]([C@@H:28]([C:34]#[C:35][CH2:36][CH3:37])[CH2:29][C:30]([OH:32])=[O:31])=[CH:26][CH:27]=2)=[CH:7][CH:6]=1)([CH3:1])[CH3:3], predict the reactants needed to synthesize it. The reactants are: [CH3:1][C:2]([C:5]1[C:10]([C:11]2[CH:16]=[C:15]([O:17][CH3:18])[CH:14]=[CH:13][C:12]=2[F:19])=[CH:9][C:8]([CH2:20][O:21][C:22]2[CH:27]=[CH:26][C:25]([C@@H:28]([C:34]#[C:35][CH2:36][CH3:37])[CH2:29][C:30]([O:32]C)=[O:31])=[CH:24][CH:23]=2)=[CH:7][CH:6]=1)([CH3:4])[CH3:3].C1COCC1.CCO.[OH-].[Na+]. (3) Given the product [NH2:20][C:5]1[C:4]([O:23][C:24]2[CH:25]=[CH:26][CH:27]=[CH:28][CH:29]=2)=[N:3][C:2]([CH3:1])=[C:7]([CH3:8])[C:6]=1[NH:9][CH2:10][CH2:11][NH:12][C:13](=[O:19])[O:14][C:15]([CH3:18])([CH3:17])[CH3:16], predict the reactants needed to synthesize it. The reactants are: [CH3:1][C:2]1[C:7]([CH3:8])=[C:6]([NH:9][CH2:10][CH2:11][NH:12][C:13](=[O:19])[O:14][C:15]([CH3:18])([CH3:17])[CH3:16])[C:5]([N+:20]([O-])=O)=[C:4]([O:23][C:24]2[CH:29]=[CH:28][CH:27]=[CH:26][CH:25]=2)[N:3]=1. (4) Given the product [Cl:31][C:12]1[C:13]2[C:8](=[CH:7][C:6]([O:5][CH2:4][CH2:3][O:2][CH3:1])=[C:15]([O:16][CH2:17][CH2:18][O:19][CH3:20])[CH:14]=2)[CH:9]=[C:10]([NH:22][C:23]2[CH:27]=[C:26]([CH3:28])[NH:25][N:24]=2)[N:11]=1, predict the reactants needed to synthesize it. The reactants are: [CH3:1][O:2][CH2:3][CH2:4][O:5][C:6]1[CH:7]=[C:8]2[C:13](=[CH:14][C:15]=1[O:16][CH2:17][CH2:18][O:19][CH3:20])[C:12](O)=[N:11][C:10]([NH:22][C:23]1[CH:27]=[C:26]([CH3:28])[NH:25][N:24]=1)=[CH:9]2.O=P(Cl)(Cl)[Cl:31]. (5) Given the product [CH3:1][O:2][C:3]([N:5]1[C:13]2[C:8](=[C:9]([CH2:15][C:16]([O:18][CH2:19][CH3:20])=[O:17])[C:10]([Cl:14])=[CH:11][CH:12]=2)[CH:7]=[C:6]1[CH:21]=[O:23])=[O:4], predict the reactants needed to synthesize it. The reactants are: [CH3:1][O:2][C:3]([N:5]1[C:13]2[C:8](=[C:9]([CH2:15][C:16]([O:18][CH2:19][CH3:20])=[O:17])[C:10]([Cl:14])=[CH:11][CH:12]=2)[CH:7]=[C:6]1[CH3:21])=[O:4].[Se](O)(O)=[O:23]. (6) Given the product [Cl:1][C:2]1[CH:7]=[CH:6][CH:5]=[CH:4][C:3]=1[C:8]1[C:16]2[C:11](=[N:12][C:13]([O:24][C:25]3[CH:30]=[CH:29][C:28]([F:31])=[CH:27][C:26]=3[F:32])=[N:14][C:15]=2[CH2:17][S:18]([N:21]([CH3:23])[CH3:22])(=[O:20])=[O:19])[NH:10][N:9]=1, predict the reactants needed to synthesize it. The reactants are: [Cl:1][C:2]1[CH:7]=[CH:6][CH:5]=[CH:4][C:3]=1[C:8]1[C:16]2[C:11](=[N:12][C:13]([O:24][C:25]3[CH:30]=[CH:29][C:28]([F:31])=[CH:27][C:26]=3[F:32])=[N:14][C:15]=2[CH2:17][S:18]([N:21]([CH3:23])[CH3:22])(=[O:20])=[O:19])[N:10](COCC[Si](C)(C)C)[N:9]=1.FC(F)(F)C(O)=O.[BH4-].[Na+]. (7) The reactants are: [NH2:1][C:2]1[CH:3]=[C:4]([OH:8])[CH:5]=[CH:6][CH:7]=1.[CH:9]12[O:15][CH:10]1[CH2:11][CH2:12][CH2:13][CH2:14]2. Given the product [OH:15][CH:10]1[CH2:11][CH2:12][CH2:13][CH2:14][CH:9]1[NH:1][C:2]1[CH:3]=[C:4]([OH:8])[CH:5]=[CH:6][CH:7]=1, predict the reactants needed to synthesize it. (8) Given the product [OH:12][C:5]1[C:6]2[C:11](=[CH:10][CH:9]=[CH:8][CH:7]=2)[C@@:2]([NH:1][S:55]([C:49]2[CH:48]=[C:47]([O:46][CH3:45])[CH:52]=[CH:51][C:50]=2[O:42][CH3:39])(=[O:57])=[O:56])([CH2:34][CH2:35][CH:36]([CH3:38])[CH3:37])[C:3](=[O:33])[C:4]=1[C:13]1[NH:18][C:17]2[CH:19]=[CH:20][C:21]([NH:23][S:67]([CH3:66])(=[O:69])=[O:68])=[CH:22][C:16]=2[S:15](=[O:31])(=[O:32])[N:14]=1, predict the reactants needed to synthesize it. The reactants are: [NH2:1][C@@:2]1([CH2:34][CH2:35][CH:36]([CH3:38])[CH3:37])[C:11]2[C:6](=[CH:7][CH:8]=[CH:9][CH:10]=2)[C:5]([OH:12])=[C:4]([C:13]2[NH:18][C:17]3[CH:19]=[CH:20][C:21]([NH:23]C(=O)OC(C)(C)C)=[CH:22][C:16]=3[S:15](=[O:32])(=[O:31])[N:14]=2)[C:3]1=[O:33].[C:39](=[O:42])([O-])[O-].[K+].[K+].[CH3:45][O:46][C:47]1[CH:48]=[C:49]([S:55](Cl)(=[O:57])=[O:56])[CH:50]=[C:51](OC)[CH:52]=1.Cl.N1C=CC=CC=1.[CH3:66][S:67](Cl)(=[O:69])=[O:68]. (9) Given the product [CH2:1]([C:3]1[C:4]([NH:33][CH:32]2[C:27]3=[N:28][CH:29]=[CH:30][CH:31]=[C:26]3[CH2:25][CH:24]2[CH2:22][CH3:23])=[N:5][C:6]([CH2:9][CH3:10])=[CH:7][N:8]=1)[CH3:2], predict the reactants needed to synthesize it. The reactants are: [CH2:1]([C:3]1[C:4](N[C@@H]2C3C(=CC=CC=3)C[C@@H]2O)=[N:5][C:6]([CH2:9][CH3:10])=[CH:7][N:8]=1)[CH3:2].[CH2:22]([CH:24]1[CH:32]([NH2:33])[C:27]2=[N:28][CH:29]=[CH:30][CH:31]=[C:26]2[CH2:25]1)[CH3:23].